Dataset: Experimentally validated miRNA-target interactions with 360,000+ pairs, plus equal number of negative samples. Task: Binary Classification. Given a miRNA mature sequence and a target amino acid sequence, predict their likelihood of interaction. (1) The miRNA is hsa-miR-6792-3p with sequence CUCCUCCACAGCCCCUGCUCAU. The protein sequence of the target gene is MSCQQSQQQCQPPPKCTPKCPPKCPTPKCPPKCPPKCPPVSSCCSVSSGGCCGSSSGGSCGSSSGGCCSSGGGGCCLSHHRHHRSHRHRPQSSDCCSQPSGGSSCCGGGSGQHSGGCC. Result: 0 (no interaction). (2) The miRNA is hsa-miR-6770-3p with sequence CUGGCGGCUGUGUCUUCACAG. The protein sequence of the target gene is MGSRIKQNPETTFEVYVEVAYPRTGGTLSDPEVQRQFPEDYSDQEVLQTLTKFCFPFYVDSLTVSQVGQNFTFVLTDIDSKQRFGFCRLSSGAKSCFCILSYLPWFEVFYKLLNILADYTTKRQESQWNELLETLHRLPIPDPGVSVHLSVHSYFTVPDSRELPSIPENRNLTEYFVAVDVNNMLHLYASMLYERRILIICSKLSTLTACIHGSAAMLYPMYWQHVYIPVLPPHLLDYCCAPMPYLIGIHLSLMEKVRNMALDDVVILNVDTNTLETPFDDLQSLPNDVISSLKNRLKKV.... Result: 0 (no interaction). (3) The miRNA is mmu-miR-7013-3p with sequence CCACACUUACUGUUGCCUCUUCCU. The protein sequence of the target gene is MLSLRSLLPHLGLFLCLALHLSPSLSASDNGSCVVLDNIYTSDILEISTMANVSGGDVTYTVTVPVNDSVSAVILKAVKEDDSPVGTWSGTYEKCNDSSVYYNLTSQSQSVFQTNWTVPTSEDVTKVNLQVLIVVNRTASKSSVKMEQVQPSASTPIPESSETSQTINTTPTVNTAKTTAKDTANTTAVTTANTTANTTAVTTAKTTAKSLAIRTLGSPLAGALHILLVFLISKLLF. Result: 1 (interaction). (4) The miRNA is hsa-miR-4433a-3p with sequence ACAGGAGUGGGGGUGGGACAU. The protein sequence of the target gene is MDSGSSSSDSAPDCWDQVDMESPGSAPSGDGVSSAVAEAQREPLSSAFSRKLNVNAKPFVPNVHAAEFVPSFLRGPTQPPTLPAGSGSNDETCTGAGYPQGKRMGRGAPVEPSREEPLVSLEGSNSAVTMELSEPVVENGEVEMALEESWEHSKEVSEAEPGGGSSGDSGPPEESGQEMMEEKEEIRKSKSVIVPSGAPKKEHVNVVFIGHVDAGKSTIGGQIMFLTGMVDKRTLEKYEREAKEKNRETWYLSWALDTNQEERDKGKTVEVGRAYFETERKHFTILDAPGHKSFVPNMIG.... Result: 0 (no interaction). (5) The miRNA is hsa-miR-4276 with sequence CUCAGUGACUCAUGUGC. The protein sequence of the target gene is MGVTCVSQMPVAEGKSLQQTVELLTKKLEMLGAEKQGTFCVDCETYHTAASTLGSQGQAGKLMYVMHNSEYPLSCFALFENGPCLIADTNFDVLMVKLKGFFQSAKASKIETRGTRYQYCDFLVKVGTVTMGPSARGISVEVEYGPCVVASDCWSLLLEFLQSFLGSHAPGAPTVFGNRHDAVYGPADTMIQYMELFNKIRKQQQVPVAGIR. Result: 0 (no interaction). (6) The miRNA is hsa-miR-527 with sequence CUGCAAAGGGAAGCCCUUUC. The protein sequence of the target gene is MLGAMFRAGTPMPPNLNSQGGGHYFIDRDGKAFRHILNFLRLGRLDLPRGYGETALLRAEADFYQIRPLLDALRELEASQGTPAPTAALLHADVDVSPRLVHFSARRGPHHYELSSVQVDTFRANLFCTDSECLGALRARFGVASGDRAEGSPHFHLEWAPRPVELPEVEYGRLGLQPLWTGGPGERREVVGTPSFLEEVLRVALEHGFRLDSVFPDPEDLLNSRSLRFVRH. Result: 1 (interaction).